Dataset: NCI-60 drug combinations with 297,098 pairs across 59 cell lines. Task: Regression. Given two drug SMILES strings and cell line genomic features, predict the synergy score measuring deviation from expected non-interaction effect. (1) Drug 1: CCC(=C(C1=CC=CC=C1)C2=CC=C(C=C2)OCCN(C)C)C3=CC=CC=C3.C(C(=O)O)C(CC(=O)O)(C(=O)O)O. Drug 2: C1CC(=O)NC(=O)C1N2C(=O)C3=CC=CC=C3C2=O. Cell line: NCI-H322M. Synergy scores: CSS=-2.04, Synergy_ZIP=0.998, Synergy_Bliss=-0.932, Synergy_Loewe=-1.86, Synergy_HSA=-2.84. (2) Drug 1: CC(CN1CC(=O)NC(=O)C1)N2CC(=O)NC(=O)C2. Drug 2: CCC1(CC2CC(C3=C(CCN(C2)C1)C4=CC=CC=C4N3)(C5=C(C=C6C(=C5)C78CCN9C7C(C=CC9)(C(C(C8N6C)(C(=O)OC)O)OC(=O)C)CC)OC)C(=O)OC)O.OS(=O)(=O)O. Cell line: TK-10. Synergy scores: CSS=19.0, Synergy_ZIP=-7.17, Synergy_Bliss=-4.05, Synergy_Loewe=-8.71, Synergy_HSA=-1.60. (3) Drug 1: CS(=O)(=O)C1=CC(=C(C=C1)C(=O)NC2=CC(=C(C=C2)Cl)C3=CC=CC=N3)Cl. Drug 2: C1CCC(CC1)NC(=O)N(CCCl)N=O. Cell line: IGROV1. Synergy scores: CSS=27.8, Synergy_ZIP=-7.42, Synergy_Bliss=0.806, Synergy_Loewe=-2.62, Synergy_HSA=1.25. (4) Cell line: 786-0. Drug 2: CC12CCC3C(C1CCC2OP(=O)(O)O)CCC4=C3C=CC(=C4)OC(=O)N(CCCl)CCCl.[Na+]. Drug 1: C1C(C(OC1N2C=NC(=NC2=O)N)CO)O. Synergy scores: CSS=5.35, Synergy_ZIP=-1.59, Synergy_Bliss=-0.107, Synergy_Loewe=-3.02, Synergy_HSA=-0.967. (5) Drug 1: C1CC(=O)NC(=O)C1N2CC3=C(C2=O)C=CC=C3N. Drug 2: C1CC(C1)(C(=O)O)C(=O)O.[NH2-].[NH2-].[Pt+2]. Cell line: ACHN. Synergy scores: CSS=45.8, Synergy_ZIP=-2.10, Synergy_Bliss=-2.66, Synergy_Loewe=-4.52, Synergy_HSA=-0.648.